The task is: Predict the reactants needed to synthesize the given product.. This data is from Full USPTO retrosynthesis dataset with 1.9M reactions from patents (1976-2016). (1) Given the product [ClH:3].[CH3:17][O:15][C:14](=[O:16])[C@H:6]([CH2:7][C:8]1[CH:13]=[CH:12][CH:11]=[CH:10][CH:9]=1)[NH2:5], predict the reactants needed to synthesize it. The reactants are: O=S(Cl)[Cl:3].[NH2:5][C@H:6]([C:14]([OH:16])=[O:15])[CH2:7][C:8]1[CH:13]=[CH:12][CH:11]=[CH:10][CH:9]=1.[CH3:17]O. (2) Given the product [OH:25][N:24]=[C:21]([C:11]1[C:12]2[C:13](=[C:14]3[C:18](=[CH:19][CH:20]=2)[NH:17][N:16]=[CH:15]3)[N:9]([C:6]2[CH:7]=[CH:8][C:3]([O:2][CH3:1])=[CH:4][CH:5]=2)[N:10]=1)[NH2:22], predict the reactants needed to synthesize it. The reactants are: [CH3:1][O:2][C:3]1[CH:8]=[CH:7][C:6]([N:9]2[C:13]3=[C:14]4[C:18](=[CH:19][CH:20]=[C:12]3[C:11]([C:21]#[N:22])=[N:10]2)[NH:17][N:16]=[CH:15]4)=[CH:5][CH:4]=1.Cl.[NH2:24][OH:25].C(=O)([O-])[O-].[Na+].[Na+]. (3) Given the product [CH3:27][O:26][C:24](=[O:25])[C:21]1[CH:22]=[CH:23][C:18]([O:17][CH2:16][CH2:15][CH2:14][CH:11]2[CH2:10][CH2:9][N:8]([C:6]3[CH:30]=[CH:29][C:31]([CH2:32][CH3:33])=[CH:36][N:35]=3)[CH2:13][CH2:12]2)=[CH:19][C:20]=1[CH3:28], predict the reactants needed to synthesize it. The reactants are: C(O[C:6]([N:8]1[CH2:13][CH2:12][CH:11]([CH2:14][CH2:15][CH2:16][O:17][C:18]2[CH:23]=[CH:22][C:21]([C:24]([O:26][CH3:27])=[O:25])=[C:20]([CH3:28])[CH:19]=2)[CH2:10][CH2:9]1)=O)(C)(C)C.[CH2:29]([C:31]1[CH:32]=[CH:33]C(F)=[N:35][CH:36]=1)[CH3:30]. (4) The reactants are: [CH2:1]([O:8][C:9](=[O:16])[NH:10][C@@H:11]([CH:13](O)[CH3:14])[CH3:12])[C:2]1[CH:7]=[CH:6][CH:5]=[CH:4][CH:3]=1.[C:17]1(=[O:27])[C:25]2[C:20](=[CH:21][CH:22]=[CH:23][CH:24]=2)[C:19](=[O:26])[NH:18]1. Given the product [CH2:1]([O:8][C:9](=[O:16])[NH:10][C@@H:11]([CH:13]([N:18]1[C:19](=[O:26])[C:20]2[C:25](=[CH:24][CH:23]=[CH:22][CH:21]=2)[C:17]1=[O:27])[CH3:14])[CH3:12])[C:2]1[CH:7]=[CH:6][CH:5]=[CH:4][CH:3]=1, predict the reactants needed to synthesize it. (5) Given the product [CH3:1][O:2][C:3]1[CH:4]=[CH:5][C:6]([CH:9]2[CH2:18][CH2:17][C:16]3[CH:15]=[C:14]([C:19]([O:21][CH3:22])=[O:20])[CH:13]=[CH:12][C:11]=3[CH2:10]2)=[CH:7][CH:8]=1, predict the reactants needed to synthesize it. The reactants are: [CH3:1][O:2][C:3]1[CH:8]=[CH:7][C:6]([C:9]2[CH2:18][CH2:17][C:16]3[CH:15]=[C:14]([C:19]([O:21][CH3:22])=[O:20])[CH:13]=[CH:12][C:11]=3[CH:10]=2)=[CH:5][CH:4]=1. (6) Given the product [ClH:20].[NH2:2][CH2:3][CH2:4][C@@H:5]([Cl:1])[C:6]([O:8][CH3:9])=[O:7], predict the reactants needed to synthesize it. The reactants are: [ClH:1].[NH2:2][CH2:3][CH2:4][C@H:5](O)[C:6]([O:8][CH3:9])=[O:7].Cl.O1CCOCC1.S(Cl)([Cl:20])=O.